Dataset: Full USPTO retrosynthesis dataset with 1.9M reactions from patents (1976-2016). Task: Predict the reactants needed to synthesize the given product. (1) The reactants are: C([CH:17]([CH2:23][N+:24]([CH3:27])([CH3:26])[CH3:25])[O:18][P:19](O)([OH:21])=[O:20])CCCCCCCCCCCCCCC.OC1O[C@H](CO)[C@@H](O[C@@H]2O[C@H](CO)[C@H](O)[C@H](O)[C@H]2O)[C@H](O)[C@H]1O.[C:51]([O-:70])(=O)[CH2:52][CH2:53][CH2:54][CH2:55][CH2:56][CH2:57][CH2:58][CH2:59][CH2:60][CH2:61][CH2:62][CH2:63][CH2:64][CH2:65][CH2:66]CC.[Mg+2].[C:51]([O-:70])(=O)[CH2:52][CH2:53][CH2:54][CH2:55][CH2:56][CH2:57][CH2:58][CH2:59][CH2:60][CH2:61][CH2:62][CH2:63][CH2:64][CH2:65][CH2:66]CC.P([O-])([O-])(OCCCCCCCCCCCCCCCC)=O. Given the product [CH3:66][CH2:65][CH2:64][CH2:63][CH2:62][CH2:61][CH2:60][CH2:59][CH2:58][CH2:57][CH2:56][CH2:55][CH2:54][CH2:53][CH2:52][CH2:51][O:70][P:19]([O:18][CH2:17][CH2:23][N+:24]([CH3:27])([CH3:26])[CH3:25])([O-:21])=[O:20], predict the reactants needed to synthesize it. (2) Given the product [C:17]([O:21][C:22]([N:24]1[CH2:29][CH2:28][CH:27]([N:30]([CH:31]2[CH2:32][CH2:33]2)[C:12](=[O:14])[C:11]2[CH:10]=[CH:9][C:8]([C:5]3[N:6]=[N:7][C:2]([CH3:1])=[CH:3][CH:4]=3)=[CH:16][CH:15]=2)[CH2:26][CH2:25]1)=[O:23])([CH3:20])([CH3:18])[CH3:19], predict the reactants needed to synthesize it. The reactants are: [CH3:1][C:2]1[N:7]=[N:6][C:5]([C:8]2[CH:16]=[CH:15][C:11]([C:12]([OH:14])=O)=[CH:10][CH:9]=2)=[CH:4][CH:3]=1.[C:17]([O:21][C:22]([N:24]1[CH2:29][CH2:28][CH:27]([NH:30][CH:31]2[CH2:33][CH2:32]2)[CH2:26][CH2:25]1)=[O:23])([CH3:20])([CH3:19])[CH3:18].